Dataset: Full USPTO retrosynthesis dataset with 1.9M reactions from patents (1976-2016). Task: Predict the reactants needed to synthesize the given product. (1) Given the product [CH3:35][S:36]([N:39]1[C:48]2[C:43](=[CH:44][CH:45]=[C:46]([NH:49][C:15]3[N:14]=[CH:13][C:12]4=[CH:11][CH:10]=[C:9]([C:6]5[CH:7]=[N:8][C:3]([O:2][CH3:1])=[CH:4][CH:5]=5)[N:17]4[N:16]=3)[CH:47]=2)[CH2:42][CH2:41][CH2:40]1)(=[O:38])=[O:37], predict the reactants needed to synthesize it. The reactants are: [CH3:1][O:2][C:3]1[N:8]=[CH:7][C:6]([C:9]2[N:17]3[C:12]([CH:13]=[N:14][C:15](OS(C(F)(F)F)(=O)=O)=[N:16]3)=[CH:11][CH:10]=2)=[CH:5][CH:4]=1.C(N(CC)C(C)C)(C)C.[CH3:35][S:36]([N:39]1[C:48]2[C:43](=[CH:44][CH:45]=[C:46]([NH2:49])[CH:47]=2)[CH2:42][CH2:41][CH2:40]1)(=[O:38])=[O:37]. (2) Given the product [Cl:1][C:2]1[CH:3]=[CH:4][C:5]([NH:8][C:9]([C:11]2[O:12][C:13]3[CH:32]=[CH:31][CH:30]=[CH:29][C:14]=3[C:15]=2[NH:16][C:17]([C@H:19]2[CH2:24][CH2:23][C@H:22]([C:25]([OH:27])=[O:26])[CH2:21][CH2:20]2)=[O:18])=[O:10])=[N:6][CH:7]=1, predict the reactants needed to synthesize it. The reactants are: [Cl:1][C:2]1[CH:3]=[CH:4][C:5]([NH:8][C:9]([C:11]2[O:12][C:13]3[CH:32]=[CH:31][CH:30]=[CH:29][C:14]=3[C:15]=2[NH:16][C:17]([C@H:19]2[CH2:24][CH2:23][C@H:22]([C:25]([O:27]C)=[O:26])[CH2:21][CH2:20]2)=[O:18])=[O:10])=[N:6][CH:7]=1.[OH-].[Na+]. (3) Given the product [CH:1]1([CH2:4][N:5]([C:13]2[C:14]([S:23][CH3:24])=[N:15][N:16]3[C:21]([C:28]4[C:29]([O:36][CH3:37])=[CH:30][C:31]([CH2:33][O:34][CH3:35])=[CH:32][C:27]=4[O:26][CH3:25])=[CH:20][CH:19]=[CH:18][C:17]=23)[CH2:6][CH:7]2[CH2:12][CH2:11][O:10][CH2:9][CH2:8]2)[CH2:3][CH2:2]1, predict the reactants needed to synthesize it. The reactants are: [CH:1]1([CH2:4][N:5]([C:13]2[C:14]([S:23][CH3:24])=[N:15][N:16]3[C:21](I)=[CH:20][CH:19]=[CH:18][C:17]=23)[CH2:6][CH:7]2[CH2:12][CH2:11][O:10][CH2:9][CH2:8]2)[CH2:3][CH2:2]1.[CH3:25][O:26][C:27]1[CH:32]=[C:31]([CH2:33][O:34][CH3:35])[CH:30]=[C:29]([O:36][CH3:37])[C:28]=1OB(O)O.O.O.O.O.O.O.O.O.[OH-].[Ba+2].[OH-].C(OCC)(=O)C. (4) Given the product [F:1][C:2]1[CH:3]=[C:4]([C:21]2[CH:22]=[N:23][N:24]3[CH:29]=[CH:28][C:27]([N:30]4[C@@H:34]([CH:35]([CH3:36])[CH3:37])[CH2:33][O:32][C:31]4=[O:38])=[N:26][C:25]=23)[CH:5]=[CH:6][C:7]=1[C:8]1[N:12]=[CH:11][NH:10][N:9]=1, predict the reactants needed to synthesize it. The reactants are: [F:1][C:2]1[CH:3]=[C:4]([C:21]2[CH:22]=[N:23][N:24]3[CH:29]=[CH:28][C:27]([N:30]4[C@@H:34]([CH:35]([CH3:37])[CH3:36])[CH2:33][O:32][C:31]4=[O:38])=[N:26][C:25]=23)[CH:5]=[CH:6][C:7]=1[C:8]1[N:12]=[CH:11][N:10](COCC[Si](C)(C)C)[N:9]=1.FC1C=C(C2C=NN3C=CC(N4[C@@H](C(C)C)COC4=O)=NC=23)C=CC=1C1N(COCC[Si](C)(C)C)N=CN=1.FC(F)(F)C(O)=O.N. (5) Given the product [CH3:1][N:2]([CH3:34])[C@@H:3]1[CH2:7][CH2:6][N:5]([C:8]2[N:13]3[C:14]([C:32]#[N:36])=[C:15]([CH2:17][N:18]([CH2:29][CH2:30][CH3:31])[C@@H:19]4[C:28]5[N:27]=[CH:26][CH:25]=[CH:24][C:23]=5[CH2:22][CH2:21][CH2:20]4)[N:16]=[C:12]3[CH:11]=[CH:10][CH:9]=2)[CH2:4]1, predict the reactants needed to synthesize it. The reactants are: [CH3:1][N:2]([CH3:34])[C@@H:3]1[CH2:7][CH2:6][N:5]([C:8]2[N:13]3[C:14]([CH:32]=O)=[C:15]([CH2:17][N:18]([CH2:29][CH2:30][CH3:31])[C@@H:19]4[C:28]5[N:27]=[CH:26][CH:25]=[CH:24][C:23]=5[CH2:22][CH2:21][CH2:20]4)[N:16]=[C:12]3[CH:11]=[CH:10][CH:9]=2)[CH2:4]1.Cl.[NH2:36]O. (6) Given the product [CH2:1]([O:8][C:9]1[CH:10]=[C:11]2[C:12]([C:15]3[CH:20]=[CH:19][C:18]([NH:21][C:22](=[O:28])[O:23][C:24]([CH3:27])([CH3:26])[CH3:25])=[CH:17][C:16]=3[NH:29]2)=[CH:13][CH:14]=1)[C:2]1[CH:7]=[CH:6][CH:5]=[CH:4][CH:3]=1, predict the reactants needed to synthesize it. The reactants are: [CH2:1]([O:8][C:9]1[CH:14]=[CH:13][C:12]([C:15]2[CH:20]=[CH:19][C:18]([NH:21][C:22](=[O:28])[O:23][C:24]([CH3:27])([CH3:26])[CH3:25])=[CH:17][CH:16]=2)=[C:11]([N+:29]([O-])=O)[CH:10]=1)[C:2]1[CH:7]=[CH:6][CH:5]=[CH:4][CH:3]=1.CCCCCC. (7) Given the product [CH:28]1([CH2:27][C:26]2[N:22]([C:14]3[CH:15]=[C:16]([C:18]4([CH3:21])[CH2:19][CH2:20]4)[CH:17]=[C:12]([C:9]([OH:8])([CH3:11])[CH3:10])[CH:13]=3)[C:23]([CH3:40])=[C:24]([C:35]([O:37][CH2:38][CH3:39])=[O:36])[C:25]=2[CH3:34])[CH2:29][CH2:30][CH2:31][CH2:32][CH2:33]1, predict the reactants needed to synthesize it. The reactants are: C([O:8][C:9]([C:12]1[CH:13]=[C:14]([N:22]2[C:26]([CH2:27][CH:28]3[CH2:33][CH2:32][CH2:31][CH2:30][CH2:29]3)=[C:25]([CH3:34])[C:24]([C:35]([O:37][CH2:38][CH3:39])=[O:36])=[C:23]2[CH3:40])[CH:15]=[C:16]([C:18]2([CH3:21])[CH2:20][CH2:19]2)[CH:17]=1)([CH3:11])[CH3:10])C1C=CC=CC=1. (8) Given the product [C:8]1([NH:7][C:5](=[O:6])[CH2:4][C:3]([OH:14])=[O:2])[CH:9]=[CH:10][CH:11]=[CH:12][CH:13]=1, predict the reactants needed to synthesize it. The reactants are: C[O:2][C:3](=[O:14])[CH2:4][C:5]([NH:7][C:8]1[CH:13]=[CH:12][CH:11]=[CH:10][CH:9]=1)=[O:6].[OH-].[Li+].O1CCCC1.O.